This data is from Peptide-MHC class II binding affinity with 134,281 pairs from IEDB. The task is: Regression. Given a peptide amino acid sequence and an MHC pseudo amino acid sequence, predict their binding affinity value. This is MHC class II binding data. (1) The binding affinity (normalized) is 0.179. The MHC is DRB1_0401 with pseudo-sequence DRB1_0401. The peptide sequence is GELQIVDKIDAEFKI. (2) The peptide sequence is AAVGATPEAKFDSFV. The MHC is DRB3_0202 with pseudo-sequence DRB3_0202. The binding affinity (normalized) is 0.